Dataset: Forward reaction prediction with 1.9M reactions from USPTO patents (1976-2016). Task: Predict the product of the given reaction. (1) Given the reactants Cl.[CH2:2]([O:9][NH2:10])[C:3]1[CH:8]=[CH:7][CH:6]=[CH:5][CH:4]=1.CCN(CC)CC.[C:18]([O:22][C:23]([CH3:26])([CH3:25])[CH3:24])(=[O:21])[CH:19]=[CH2:20], predict the reaction product. The product is: [CH2:2]([O:9][NH:10][CH2:20][CH2:19][C:18]([O:22][C:23]([CH3:26])([CH3:25])[CH3:24])=[O:21])[C:3]1[CH:8]=[CH:7][CH:6]=[CH:5][CH:4]=1. (2) Given the reactants [NH2:1][C:2]1[N:6]([C:7]2[CH:12]=[CH:11][CH:10]=[CH:9][CH:8]=2)[N:5]=[C:4]([O:13][C@@H:14]2[C@H:18]([F:19])[CH2:17][N:16]([C:20]([O:22][C:23]([CH3:26])([CH3:25])[CH3:24])=[O:21])[CH2:15]2)[C:3]=1[CH3:27].C1(C2C=CC([CH2:37][O:38]C)=CC=2CN)CC1.[CH3:42][O:43][CH2:44][C:45]1[CH:46]=[CH:47][C:48]([O:53][C:54]([F:57])([F:56])[F:55])=[C:49]([CH2:51][NH2:52])[CH:50]=1, predict the reaction product. The product is: [F:19][C@H:18]1[C@@H:14]([O:13][C:4]2[C:3]([CH3:27])=[C:2]([NH:1][C:37]([NH:52][CH2:51][C:49]3[CH:50]=[C:45]([CH2:44][O:43][CH3:42])[CH:46]=[CH:47][C:48]=3[O:53][C:54]([F:55])([F:56])[F:57])=[O:38])[N:6]([C:7]3[CH:12]=[CH:11][CH:10]=[CH:9][CH:8]=3)[N:5]=2)[CH2:15][N:16]([C:20]([O:22][C:23]([CH3:24])([CH3:26])[CH3:25])=[O:21])[CH2:17]1. (3) Given the reactants [Cl:1][C:2]1[CH:7]=[CH:6][C:5]([C:8]2[CH:9]=[C:10]3[C:16]([C:17]([C:19]4[C:20]([F:33])=[C:21]([NH:26][S:27]([CH2:30][CH2:31][CH3:32])(=[O:29])=[O:28])[CH:22]=[CH:23][C:24]=4[F:25])=[O:18])=[CH:15][NH:14][C:11]3=[N:12][CH:13]=2)=[CH:4][CH:3]=1.C([O-])([O-])=O.[K+].[K+].[C:40](=[O:48])([O:45][CH2:46][CH3:47])[O:41][CH:42](Cl)[CH3:43], predict the reaction product. The product is: [C:40](=[O:48])([O:45][CH2:46][CH3:47])[O:41][CH:42]([N:14]1[C:11]2=[N:12][CH:13]=[C:8]([C:5]3[CH:6]=[CH:7][C:2]([Cl:1])=[CH:3][CH:4]=3)[CH:9]=[C:10]2[C:16]([C:17](=[O:18])[C:19]2[C:24]([F:25])=[CH:23][CH:22]=[C:21]([NH:26][S:27]([CH2:30][CH2:31][CH3:32])(=[O:28])=[O:29])[C:20]=2[F:33])=[CH:15]1)[CH3:43]. (4) Given the reactants [CH3:1][O:2][C:3](OC)(OC)[CH2:4]OC.[N:11]1[C:12]([C:20]([NH:22][NH2:23])=[O:21])=[CH:13][N:14]2[CH:19]=[CH:18][CH:17]=[CH:16][C:15]=12, predict the reaction product. The product is: [NH3:11].[CH3:1][O:2][CH2:3][C:4]1[O:21][C:20]([C:12]2[N:11]=[C:15]3[CH:16]=[CH:17][CH:18]=[CH:19][N:14]3[CH:13]=2)=[N:22][N:23]=1. (5) Given the reactants [CH3:1][NH:2][C:3]1[CH:8]=[CH:7][CH:6]=[C:5]([CH3:9])[N:4]=1.C[Si]([N-][Si](C)(C)C)(C)C.[Na+].[C:20]([C:22]1[CH:27]=[CH:26][C:25]([C:28]2[CH:33]=[CH:32][C:31]([S:34](Cl)(=[O:36])=[O:35])=[CH:30][CH:29]=2)=[CH:24][CH:23]=1)#[N:21].Cl, predict the reaction product. The product is: [CH3:1][N:2]([C:3]1[CH:8]=[CH:7][CH:6]=[C:5]([CH3:9])[N:4]=1)[S:34]([C:31]1[CH:30]=[CH:29][C:28]([C:25]2[CH:26]=[CH:27][C:22]([C:20]#[N:21])=[CH:23][CH:24]=2)=[CH:33][CH:32]=1)(=[O:36])=[O:35]. (6) Given the reactants [CH3:1][O:2][C:3]1[C:8]([N+:9]([O-:11])=[O:10])=[CH:7][N:6]=[C:5](SC)[CH:4]=1.O[O:15][S:16]([O-:18])=O.[K+].[CH3:20]O, predict the reaction product. The product is: [CH3:20][S:16]([C:5]1[CH:4]=[C:3]([O:2][CH3:1])[C:8]([N+:9]([O-:11])=[O:10])=[CH:7][N:6]=1)(=[O:18])=[O:15].